Dataset: Full USPTO retrosynthesis dataset with 1.9M reactions from patents (1976-2016). Task: Predict the reactants needed to synthesize the given product. Given the product [CH2:1]([O:3][C:4]([C:6]1[N:7]([C:32]2[CH:37]=[CH:36][C:35]([O:38][CH:39]([CH3:41])[CH3:40])=[CH:34][CH:33]=2)[C:8]2[C:13]([C:14]=1[CH2:15][CH2:16][C:17]([O:19][CH2:20][CH3:21])=[O:18])=[CH:12][C:11]([C:22]1[CH:27]=[CH:26][C:25]([C:28]([F:30])([F:29])[F:31])=[CH:24][N:23]=1)=[CH:10][CH:9]=2)=[O:5])[CH3:2], predict the reactants needed to synthesize it. The reactants are: [CH2:1]([O:3][C:4]([C:6]1[N:7]([C:32]2[CH:37]=[CH:36][C:35]([O:38][CH:39]([CH3:41])[CH3:40])=[CH:34][CH:33]=2)[C:8]2[C:13]([C:14]=1[CH:15]=[CH:16][C:17]([O:19][CH2:20][CH3:21])=[O:18])=[CH:12][C:11]([C:22]1[CH:27]=[CH:26][C:25]([C:28]([F:31])([F:30])[F:29])=[CH:24][N:23]=1)=[CH:10][CH:9]=2)=[O:5])[CH3:2].C1CCCCC=1.